From a dataset of Catalyst prediction with 721,799 reactions and 888 catalyst types from USPTO. Predict which catalyst facilitates the given reaction. (1) Reactant: [Cl:1][C:2]1[CH:39]=[CH:38][C:5]([C:6]([NH:8]C2N(C3CCCNC3)C3C=CC(CN([C@H](C(C)(C)C)C)C(=O)C(F)(F)F)=CC=3N=2)=[O:7])=[CH:4][CH:3]=1.C(Cl)(=O)C=C. Product: [Cl:1][C:2]1[CH:39]=[CH:38][C:5]([C:6]([NH2:8])=[O:7])=[CH:4][CH:3]=1. The catalyst class is: 1. (2) Product: [CH3:29][C:26]1[CH:25]=[CH:24][CH:23]=[C:22]2[C:27]=1[CH:28]=[C:19]([C:16]1[CH:15]=[CH:14][C:13]([O:12][CH2:11][CH2:10][NH:9][CH3:8])=[CH:18][CH:17]=1)[NH:20][C:21]2=[O:30]. Reactant: ClC(OC(Cl)C)=O.[CH3:8][N:9](C)[CH2:10][CH2:11][O:12][C:13]1[CH:18]=[CH:17][C:16]([C:19]2[NH:20][C:21](=[O:30])[C:22]3[C:27]([CH:28]=2)=[C:26]([CH3:29])[CH:25]=[CH:24][CH:23]=3)=[CH:15][CH:14]=1. The catalyst class is: 26. (3) Reactant: [O:1]=[C:2]1[N:7]2[N:8]=[CH:9][CH:10]=[C:6]2[NH:5][CH:4]=[C:3]1[C:11]([OH:13])=O.CN(C(ON1N=NC2C=CC=NC1=2)=[N+](C)C)C.F[P-](F)(F)(F)(F)F.C(N(CC)CC)C.[NH2:45][C:46]1[C:47]([C:57]([CH3:60])([CH3:59])[CH3:58])=[CH:48][C:49]([C:53]([CH3:56])([CH3:55])[CH3:54])=[C:50]([OH:52])[CH:51]=1. Product: [C:57]([C:47]1[CH:48]=[C:49]([C:53]([CH3:56])([CH3:55])[CH3:54])[C:50]([OH:52])=[CH:51][C:46]=1[NH:45][C:11]([C:3]1[C:2](=[O:1])[N:7]2[N:8]=[CH:9][CH:10]=[C:6]2[NH:5][CH:4]=1)=[O:13])([CH3:60])([CH3:58])[CH3:59]. The catalyst class is: 1. (4) Reactant: C([Mg]Cl)(C)C.[C:6]([Si:10]([C:25]1[CH:30]=[CH:29][CH:28]=[CH:27][CH:26]=1)([C:19]1[CH:24]=[CH:23][CH:22]=[CH:21][CH:20]=1)[O:11][CH2:12][C@H:13]([CH3:18])[C:14](OC)=[O:15])([CH3:9])([CH3:8])[CH3:7].Cl.[CH3:32][O:33][NH:34][CH3:35]. Product: [CH3:8][C:6]([Si:10]([C:19]1[CH:24]=[CH:23][CH:22]=[CH:21][CH:20]=1)([C:25]1[CH:30]=[CH:29][CH:28]=[CH:27][CH:26]=1)[O:11][CH2:12][C@H:13]([CH3:18])[C:14]([N:34]([O:33][CH3:32])[CH3:35])=[O:15])([CH3:7])[CH3:9]. The catalyst class is: 7. (5) Reactant: Cl.[Cl:2][CH2:3][CH2:4][CH2:5][NH2:6].C(N(CC)CC)C.[C:14](O[C:14]([O:16][C:17]([CH3:20])([CH3:19])[CH3:18])=[O:15])([O:16][C:17]([CH3:20])([CH3:19])[CH3:18])=[O:15]. Product: [Cl:2][CH2:3][CH2:4][CH2:5][NH:6][C:14](=[O:15])[O:16][C:17]([CH3:20])([CH3:19])[CH3:18]. The catalyst class is: 4.